Dataset: NCI-60 drug combinations with 297,098 pairs across 59 cell lines. Task: Regression. Given two drug SMILES strings and cell line genomic features, predict the synergy score measuring deviation from expected non-interaction effect. (1) Drug 1: CC(C1=C(C=CC(=C1Cl)F)Cl)OC2=C(N=CC(=C2)C3=CN(N=C3)C4CCNCC4)N. Drug 2: CCN(CC)CCCC(C)NC1=C2C=C(C=CC2=NC3=C1C=CC(=C3)Cl)OC. Cell line: T-47D. Synergy scores: CSS=10.0, Synergy_ZIP=-0.793, Synergy_Bliss=-1.60, Synergy_Loewe=-3.67, Synergy_HSA=-3.74. (2) Drug 1: C1=C(C(=O)NC(=O)N1)F. Drug 2: C1=CC(=CC=C1C#N)C(C2=CC=C(C=C2)C#N)N3C=NC=N3. Cell line: SK-OV-3. Synergy scores: CSS=27.0, Synergy_ZIP=5.73, Synergy_Bliss=4.99, Synergy_Loewe=3.91, Synergy_HSA=5.26. (3) Drug 1: COC1=CC(=CC(=C1O)OC)C2C3C(COC3=O)C(C4=CC5=C(C=C24)OCO5)OC6C(C(C7C(O6)COC(O7)C8=CC=CS8)O)O. Synergy scores: CSS=33.1, Synergy_ZIP=-2.11, Synergy_Bliss=-3.46, Synergy_Loewe=-4.22, Synergy_HSA=-1.23. Drug 2: CCC1(CC2CC(C3=C(CCN(C2)C1)C4=CC=CC=C4N3)(C5=C(C=C6C(=C5)C78CCN9C7C(C=CC9)(C(C(C8N6C=O)(C(=O)OC)O)OC(=O)C)CC)OC)C(=O)OC)O.OS(=O)(=O)O. Cell line: NCI-H522. (4) Drug 1: CC1OCC2C(O1)C(C(C(O2)OC3C4COC(=O)C4C(C5=CC6=C(C=C35)OCO6)C7=CC(=C(C(=C7)OC)O)OC)O)O. Drug 2: C1C(C(OC1N2C=NC(=NC2=O)N)CO)O. Cell line: RPMI-8226. Synergy scores: CSS=67.3, Synergy_ZIP=0.533, Synergy_Bliss=0.468, Synergy_Loewe=3.07, Synergy_HSA=7.05. (5) Drug 1: CC1=C(C=C(C=C1)C(=O)NC2=CC(=CC(=C2)C(F)(F)F)N3C=C(N=C3)C)NC4=NC=CC(=N4)C5=CN=CC=C5. Drug 2: B(C(CC(C)C)NC(=O)C(CC1=CC=CC=C1)NC(=O)C2=NC=CN=C2)(O)O. Cell line: U251. Synergy scores: CSS=9.77, Synergy_ZIP=-4.48, Synergy_Bliss=-10.3, Synergy_Loewe=-38.0, Synergy_HSA=-9.14. (6) Drug 1: CCC1=C2CN3C(=CC4=C(C3=O)COC(=O)C4(CC)O)C2=NC5=C1C=C(C=C5)O. Drug 2: C#CCC(CC1=CN=C2C(=N1)C(=NC(=N2)N)N)C3=CC=C(C=C3)C(=O)NC(CCC(=O)O)C(=O)O. Cell line: K-562. Synergy scores: CSS=88.1, Synergy_ZIP=24.9, Synergy_Bliss=-1.45, Synergy_Loewe=61.6, Synergy_HSA=-1.13. (7) Drug 1: CCC(=C(C1=CC=CC=C1)C2=CC=C(C=C2)OCCN(C)C)C3=CC=CC=C3.C(C(=O)O)C(CC(=O)O)(C(=O)O)O. Drug 2: CC(C)NC(=O)C1=CC=C(C=C1)CNNC.Cl. Cell line: UACC62. Synergy scores: CSS=3.78, Synergy_ZIP=-0.845, Synergy_Bliss=1.01, Synergy_Loewe=0.364, Synergy_HSA=0.145.